From a dataset of Forward reaction prediction with 1.9M reactions from USPTO patents (1976-2016). Predict the product of the given reaction. (1) Given the reactants [C:1]([C:3]1[CH:4]=[C:5]([S:10]([N:13]([CH2:19][C:20]2[CH:25]=[CH:24][C:23]([O:26][CH3:27])=[CH:22][C:21]=2[O:28][CH3:29])[C:14]2[S:18][N:17]=[CH:16][N:15]=2)(=[O:12])=[O:11])[CH:6]=[CH:7][C:8]=1F)#[N:2].[Cl:30][C:31]1[C:32]([F:50])=[CH:33][C:34]([OH:49])=[C:35]([C:37]2[CH:38]=[N:39][N:40]([C:42]([O:44][C:45]([CH3:48])([CH3:47])[CH3:46])=[O:43])[CH:41]=2)[CH:36]=1, predict the reaction product. The product is: [Cl:30][C:31]1[C:32]([F:50])=[CH:33][C:34]([O:49][C:8]2[CH:7]=[CH:6][C:5]([S:10]([N:13]([CH2:19][C:20]3[CH:25]=[CH:24][C:23]([O:26][CH3:27])=[CH:22][C:21]=3[O:28][CH3:29])[C:14]3[S:18][N:17]=[CH:16][N:15]=3)(=[O:11])=[O:12])=[CH:4][C:3]=2[C:1]#[N:2])=[C:35]([C:37]2[CH:38]=[N:39][N:40]([C:42]([O:44][C:45]([CH3:46])([CH3:47])[CH3:48])=[O:43])[CH:41]=2)[CH:36]=1. (2) The product is: [CH3:17][O:18][C:19](=[O:27])[CH2:20][O:21][CH2:22][C:23]#[C:24][CH2:25][N:15]1[C:14](=[O:16])[CH2:13][CH2:12][CH2:11][C@@H:10]1[CH2:9][O:8][CH:6]([O:5][CH2:3][CH3:4])[CH3:7]. Given the reactants [H-].[Na+].[CH2:3]([O:5][CH:6]([O:8][CH2:9][C@@H:10]1[NH:15][C:14](=[O:16])[CH2:13][CH2:12][CH2:11]1)[CH3:7])[CH3:4].[CH3:17][O:18][C:19](=[O:27])[CH2:20][O:21][CH2:22][C:23]#[C:24][CH2:25]I.C([O-])(O)=O.[Na+], predict the reaction product. (3) Given the reactants Cl.[CH:2]1[C:12]2[CH2:11][CH2:10][C:9]3[CH:13]=[CH:14][CH:15]=[CH:16][C:8]=3[C:7](=[CH:17][CH2:18][CH2:19][NH2:20])[C:6]=2[CH:5]=[CH:4][CH:3]=1.C(N(CC)CC)C.[F:28][C:29]1[CH:34]=[CH:33][C:32]([S:35](Cl)(=[O:37])=[O:36])=[CH:31][CH:30]=1, predict the reaction product. The product is: [CH:2]1[C:12]2[CH2:11][CH2:10][C:9]3[CH:13]=[CH:14][CH:15]=[CH:16][C:8]=3[C:7](=[CH:17][CH2:18][CH2:19][NH:20][S:35]([C:32]3[CH:33]=[CH:34][C:29]([F:28])=[CH:30][CH:31]=3)(=[O:37])=[O:36])[C:6]=2[CH:5]=[CH:4][CH:3]=1. (4) Given the reactants Cl[CH2:2][Si:3]([CH3:7])([CH3:6])[O:4][CH3:5].[CH:8]1([NH2:14])[CH2:13][CH2:12][CH2:11][CH2:10][CH2:9]1, predict the reaction product. The product is: [CH:8]1([NH:14][CH2:2][Si:3]([CH3:7])([CH3:6])[O:4][CH3:5])[CH2:13][CH2:12][CH2:11][CH2:10][CH2:9]1. (5) Given the reactants [C:1]([C:5]1[CH:6]=[C:7]([NH:11][C:12]([CH:14]2[CH2:19][CH2:18][CH2:17][NH:16][CH:15]2[C:20]2[CH:25]=[CH:24][CH:23]=[C:22]([F:26])[CH:21]=2)=[O:13])[CH:8]=[CH:9][CH:10]=1)([CH3:4])([CH3:3])[CH3:2].CCN(CC)CC.[CH3:34][C:35]1[CH:43]=[CH:42][CH:41]=[CH:40][C:36]=1[C:37](Cl)=[O:38], predict the reaction product. The product is: [C:1]([C:5]1[CH:6]=[C:7]([NH:11][C:12]([C@H:14]2[CH2:19][CH2:18][CH2:17][N:16]([C:37](=[O:38])[C:36]3[CH:40]=[CH:41][CH:42]=[CH:43][C:35]=3[CH3:34])[C@H:15]2[C:20]2[CH:25]=[CH:24][CH:23]=[C:22]([F:26])[CH:21]=2)=[O:13])[CH:8]=[CH:9][CH:10]=1)([CH3:4])([CH3:2])[CH3:3].[C:1]([C:5]1[CH:6]=[C:7]([NH:11][C:12]([CH:14]2[CH2:19][CH2:18][CH2:17][N:16]([C:37](=[O:38])[C:36]3[CH:40]=[CH:41][CH:42]=[CH:43][C:35]=3[CH3:34])[CH:15]2[C:20]2[CH:25]=[CH:24][CH:23]=[C:22]([F:26])[CH:21]=2)=[O:13])[CH:8]=[CH:9][CH:10]=1)([CH3:4])([CH3:2])[CH3:3]. (6) The product is: [N+:14]([C:17]1[CH:18]=[CH:19][C:20]([C:21]([O:6][CH:1]2[CH2:5][CH:4]=[CH:3][CH2:2]2)=[O:22])=[CH:24][CH:25]=1)([O-:16])=[O:15]. Given the reactants [CH:1]1([OH:6])[CH2:5][CH:4]=[CH:3][CH2:2]1.CCN(CC)CC.[N+:14]([C:17]1[CH:25]=[CH:24][C:20]([C:21](Cl)=[O:22])=[CH:19][CH:18]=1)([O-:16])=[O:15], predict the reaction product. (7) Given the reactants [CH3:1][O:2][C:3]1[CH:12]=[C:11]2[C:6]([C:7]([O:13][CH2:14][C:15]3[N:19]4[N:20]=[C:21]([C:24]5[S:32][C:31]6[CH2:30][CH2:29][N:28](C(OC(C)(C)C)=O)[CH2:27][C:26]=6[CH:25]=5)[CH:22]=[CH:23][C:18]4=[N:17][N:16]=3)=[CH:8][CH:9]=[N:10]2)=[CH:5][CH:4]=1.FC(F)(F)C(O)=O, predict the reaction product. The product is: [CH3:1][O:2][C:3]1[CH:12]=[C:11]2[C:6]([C:7]([O:13][CH2:14][C:15]3[N:19]4[N:20]=[C:21]([C:24]5[S:32][C:31]6[CH2:30][CH2:29][NH:28][CH2:27][C:26]=6[CH:25]=5)[CH:22]=[CH:23][C:18]4=[N:17][N:16]=3)=[CH:8][CH:9]=[N:10]2)=[CH:5][CH:4]=1. (8) Given the reactants CS(C)=O.[C:5](Cl)(=[O:9])[C:6](Cl)=[O:7].C(Cl)Cl.C(NO)([O:16][C:17]([CH3:20])([CH3:19])[CH3:18])=O.C([N:25](CC)CC)C, predict the reaction product. The product is: [C:6]([C:5]([NH2:25])=[O:9])([O:16][C:17]([CH3:20])([CH3:19])[CH3:18])=[O:7]. (9) Given the reactants [Cl:1][C:2]1[CH:26]=[C:25]([C:27]([NH:29][CH2:30][C:31]2[CH:36]=[CH:35][CH:34]=[C:33]([OH:37])[CH:32]=2)=[O:28])[CH:24]=[CH:23][C:3]=1[C:4]([NH:6][C@H:7]([C:20]([OH:22])=[O:21])[CH2:8][NH:9][C:10](=[O:19])[C:11]1[CH:16]=[CH:15][CH:14]=[C:13](C#N)[CH:12]=1)=[O:5].ClC1C=C(C(NCC2C=CC=C(O)C=2)=O)C=CC=1C(N[C@H](C(O)=O)CNC(=O)C1C=CC=C(O)C=1)=O.ClC1C=C(C(NCC2C=CC=C(O)C=2)=O)C=CC=1C(N[C@H](C(O)=O)CNC(=O)C1C=CC=CC=1C)=O.ClC1C=C(C(NCC2C=CC=C(O)C=2)=O)C=CC=1C(N[C@H](C(O)=O)CNC(=O)C1C=CC=C(C)C=1)=O.ClC1C=C(C(NCC2C=CC=C(O)C=2)=O)C=CC=1C(N[C@H](C(O)=O)CNC(=O)C1C=CC(C)=CC=1)=O.ClC1C=C(C(NCC2C=CC=C(O)C=2)=O)C=CC=1C(N[C@H](C(O)=O)CNC(=O)C1C=CC=C(C(F)(F)F)C=1)=O, predict the reaction product. The product is: [C:10]([NH:9][CH2:8][C@@H:7]([C:20]([OH:22])=[O:21])[NH:6][C:4](=[O:5])[C:3]1[CH:23]=[CH:24][C:25]([C:27]([NH:29][CH2:30][C:31]2[CH:36]=[CH:35][CH:34]=[C:33]([OH:37])[CH:32]=2)=[O:28])=[CH:26][C:2]=1[Cl:1])(=[O:19])[C:11]1[CH:16]=[CH:15][CH:14]=[CH:13][CH:12]=1.